From a dataset of Catalyst prediction with 721,799 reactions and 888 catalyst types from USPTO. Predict which catalyst facilitates the given reaction. (1) Reactant: [H-].[Na+].[Br:3][C:4]1[CH:9]=[CH:8][C:7]([CH2:10][CH2:11][OH:12])=[CH:6][CH:5]=1.Cl[CH2:14][C:15]([OH:17])=[O:16]. The catalyst class is: 3. Product: [Br:3][C:4]1[CH:9]=[CH:8][C:7]([CH2:10][CH2:11][O:12][CH2:14][C:15]([OH:17])=[O:16])=[CH:6][CH:5]=1. (2) Reactant: [O:1]1[CH:5]=[CH:4][C:3]([C:6](O)=O)=[CH:2]1.OC1C2N=NNC=2C=CC=1.Cl.CN(C)CCCN=C=NCC.[NH2:31][C:32]1[CH:50]=[CH:49][C:35]2[N:36]=[C:37]([NH:40][C:41]3[C:46]([Cl:47])=[CH:45][CH:44]=[CH:43][C:42]=3[Cl:48])[N:38]([CH3:39])[C:34]=2[C:33]=1[C:51]([NH2:53])=[O:52]. Product: [Cl:48][C:42]1[CH:43]=[CH:44][CH:45]=[C:46]([Cl:47])[C:41]=1[NH:40][C:37]1[N:38]([CH3:39])[C:34]2=[C:33]3[C:32](=[CH:50][CH:49]=[C:35]2[N:36]=1)[N:31]=[C:6]([C:3]1[CH:4]=[CH:5][O:1][CH:2]=1)[NH:53][C:51]3=[O:52]. The catalyst class is: 31. (3) Reactant: [CH2:1]([O:8][C:9]([N:11]1[CH:15]([C:16](O)=[O:17])[CH2:14][S:13][C@@H:12]1[CH:19]1[CH2:24][CH2:23][CH2:22][N:21]([C:25]([O:27][C:28]([CH3:31])([CH3:30])[CH3:29])=[O:26])[CH2:20]1)=[O:10])[C:2]1[CH:7]=[CH:6][CH:5]=[CH:4][CH:3]=1.CCN(C(C)C)C(C)C.CN(C(ON1N=NC2C=CC=NC1=2)=[N+](C)C)C.F[P-](F)(F)(F)(F)F.[NH2:65][C:66]1[S:67][CH:68]=[C:69]([C:71]2[CH:82]=[CH:81][C:74]([C:75]([NH:77][CH:78]3[CH2:80][CH2:79]3)=[O:76])=[CH:73][CH:72]=2)[N:70]=1. Product: [C:28]([O:27][C:25]([N:21]1[CH2:22][CH2:23][CH2:24][CH:19]([C@@H:12]2[N:11]([C:9]([O:8][CH2:1][C:2]3[CH:7]=[CH:6][CH:5]=[CH:4][CH:3]=3)=[O:10])[CH:15]([C:16](=[O:17])[NH:65][C:66]3[S:67][CH:68]=[C:69]([C:71]4[CH:72]=[CH:73][C:74]([C:75](=[O:76])[NH:77][CH:78]5[CH2:80][CH2:79]5)=[CH:81][CH:82]=4)[N:70]=3)[CH2:14][S:13]2)[CH2:20]1)=[O:26])([CH3:30])([CH3:29])[CH3:31]. The catalyst class is: 3. (4) Reactant: [Cl:1][C:2]1[CH:11]=[CH:10][C:9]([NH:12][NH2:13])=[CH:8][C:3]=1[C:4]([O:6][CH3:7])=[O:5].CO[CH:16](OC)[CH2:17][C:18](=O)[CH3:19]. Product: [Cl:1][C:2]1[CH:11]=[CH:10][C:9]([N:12]2[C:18]([CH3:19])=[CH:17][CH:16]=[N:13]2)=[CH:8][C:3]=1[C:4]([O:6][CH3:7])=[O:5]. The catalyst class is: 5. (5) Reactant: [CH2:1]([C:3]([C:21]1[S:25][C:24]2[CH:26]=[C:27]([OH:30])[CH:28]=[CH:29][C:23]=2[CH:22]=1)([C:6]1[CH:11]=[CH:10][C:9]([O:12][CH2:13][C:14]([CH2:18][CH3:19])([OH:17])[CH2:15][CH3:16])=[C:8]([CH3:20])[CH:7]=1)[CH2:4][CH3:5])[CH3:2].ClCCl.CCN(CC)CC.[F:41][C:42]([F:55])([F:54])[S:43](O[S:43]([C:42]([F:55])([F:54])[F:41])(=[O:45])=[O:44])(=[O:45])=[O:44]. Product: [CH2:1]([C:3]([C:21]1[S:25][C:24]2[CH:26]=[C:27]([O:30][S:43]([C:42]([F:55])([F:54])[F:41])(=[O:45])=[O:44])[CH:28]=[CH:29][C:23]=2[CH:22]=1)([C:6]1[CH:11]=[CH:10][C:9]([O:12][CH2:13][C:14]([CH2:15][CH3:16])([OH:17])[CH2:18][CH3:19])=[C:8]([CH3:20])[CH:7]=1)[CH2:4][CH3:5])[CH3:2]. The catalyst class is: 27. (6) Reactant: [Cl:1][C:2]1[C:7]([CH3:8])=[C:6]([C:9](O)=O)[CH:5]=[CH:4][N:3]=1.CS(Cl)(=O)=O.[NH3:17]. Product: [Cl:1][C:2]1[C:7]([CH3:8])=[C:6]([C:9]#[N:17])[CH:5]=[CH:4][N:3]=1. The catalyst class is: 17.